This data is from Reaction yield outcomes from USPTO patents with 853,638 reactions. The task is: Predict the reaction yield, written as a fraction of the theoretical maximum amount of product (1.0 means a 100% yield; for example, 0.34 means a 34% yield). (1) The reactants are [NH2:1][C:2]1[CH:3]=[C:4]([CH:8]=[CH:9][C:10]=1[OH:11])[C:5]([OH:7])=[O:6].[CH3:12][O:13][C:14]([C:16]1[CH:17]=[C:18]2[C:23](=[CH:24][CH:25]=1)[CH:22]=[C:21]([C:26](O)=[O:27])[CH:20]=[CH:19]2)=[O:15]. The catalyst is C(Cl)Cl.N1C=CC=CC=1. The product is [OH:11][C:10]1[CH:9]=[CH:8][C:4]([C:5]([OH:7])=[O:6])=[CH:3][C:2]=1[NH:1][C:26]([C:21]1[CH:20]=[CH:19][C:18]2[C:23](=[CH:24][CH:25]=[C:16]([C:14]([O:13][CH3:12])=[O:15])[CH:17]=2)[CH:22]=1)=[O:27]. The yield is 0.250. (2) The reactants are [C:1]([O:5][C:6](=[O:20])[C:7]1[CH:12]=[CH:11][CH:10]=[C:9]([C:13]2[C:18]([CH3:19])=[CH:17][CH:16]=[CH:15][N:14]=2)[CH:8]=1)([CH3:4])([CH3:3])[CH3:2].NC(N)=[O:23].OO.C1(=O)OC(=O)C2=CC=CC=C12.[O-]S([O-])=O.[Na+].[Na+].C([O-])([O-])=O.[Na+].[Na+]. The catalyst is CCOC(C)=O.O. The product is [C:1]([O:5][C:6]([C:7]1[CH:8]=[C:9]([C:13]2[C:18]([CH3:19])=[CH:17][CH:16]=[CH:15][N+:14]=2[O-:23])[CH:10]=[CH:11][CH:12]=1)=[O:20])([CH3:4])([CH3:3])[CH3:2]. The yield is 0.950.